Task: Regression. Given a target protein amino acid sequence and a drug SMILES string, predict the binding affinity score between them. We predict pIC50 (pIC50 = -log10(IC50 in M); higher means more potent). Dataset: bindingdb_ic50.. Dataset: Drug-target binding data from BindingDB using IC50 measurements (1) The compound is Cn1cc(-c2cccc(-c3ncc(-c4ccn(C)n4)c(NCCCN4CCCC4=O)n3)c2)cn1. The target protein sequence is RPFPFCWPLCEISRGTHNFSEELKIGEGGFGCVYRAVMRNTVYAVKRLKENADLEWTAVKQSFLTEVEQLSRFRHPNIVDFAGYCAQNGFYCLVYGFLPNGSLEDRLHCQTQACPPLSWPQRLDILLGTARAIQFLHQDSPSLIHGDIKSSNVLLDERLTPKLGDFGLARFSRFAGSSPSQSSMVARTQTVRGTLAYLPEEYIKTGRLAVDTDTFSFGVVVLETLAGQRAVKTHGARTKYLKDLVEEEAEEAGVALRSTQSTLQAGLAADAWAAPIAMQIYKKHLDPRPGPCPPELGLGLGQLACCCLHRRAKRRPPMTQVYERLEKLQAVVAGVPGHSEAASCIPPSPQENSYVSSTGRAHSGAAPWQPLAAPSGASAQAAEQLQRGPNQPVESDESLGGLSAALRSWHLTPSCPLDPAPLREAGCPQGDTAGESSWGSGPGSRPTAVEGLALGSSASSSSEPPQIIINPARQKMVQKLALYEDGALDSLQLLSSSSLP.... The pIC50 is 5.3. (2) The drug is O=C(O)c1c2c(nc3ccccc13)CCN(C(=O)c1cccc(C(F)(F)F)c1)C2. The target protein (Q59643) has sequence MSFTPANRAYPYTRLRRNRRDDFSRRLVRENVLTVDDLILPVFVLDGVNQRESIPSMPGVERLSIDQLLIEAEEWVALGIPALALFPVTPVEKKSLDAAEAYNPEGIAQRATRALRERFPELGIITDVALDPFTTHGQDGILDDDGYVLNDVSIDVLVRQALSHAEAGAQVVAPSDMMDGRIGAIREALESAGHTNVRIMAYSAKYASAYYGPFRDAVGSASNLGKGNKATYQMDPANSDEALHEVAADLAEGADMVMVKPGMPYLDIVRRVKDEFRAPTFVYQVSGEYAMHMGAIQNGWLAESVILESLTAFKRAGADGILTYFAKQAAEQLRRGR. The pIC50 is 3.3. (3) The small molecule is CN1C(=O)c2[nH]c(C(F)(F)F)nc2N2C1=N[C@@H]1CCC[C@@H]12. The pIC50 is 3.5. The target protein sequence is MRRDERDAKAMRSPPPPDGAASPPESVRNGYVKGCVSPLRQDPPRGFFFHLCRFCNVELLLPPPASPQQPRRGSPFSRARLLLGALAAFVLALLLGSGPESWAAGAARLRTLLSVCSQSLSPLFSIACAFFFLTCFLTRTKRGAGPGRSGGGSWWLLALPACCYLGDFLVGQWESWSRGDGDARAPVPHTPPAVAGRWFLVLSCVGLLTLAQPGRLRHSIVVLLFSSFVWWVSFTSLGALPPALRPLLSCLVGGVGCLLALGLDHFFQIREAPQQPQLSSTAEEKVPVIRPRRRSSCVSFGETSGGYYGSCKMFRRPSLPCISREQMILWDWDLKQWYKPHYQISGGGSGVDLSVLNEARNMVSDLLVDPTLPPQVIASLRSISSLMGAFSGSCRPKMNPLTPFPGFYPCSEIEDPAEKGDRKLHKGLNSRNSLPTPHLRRSSGTSGLPPIDQTSPRWERNNGKRPHQEFGILSQGCYLNGPFSSNLLTVPKQRSSSVSL.... (4) The small molecule is Nc1nc2ccccc2n1S(=O)(=O)c1ccc(Cl)cc1. The target protein (P30838) has sequence MSKISEAVKRARAAFSSGRTRPLQFRIQQLEALQRLIQEQEQELVGALAADLHKNEWNAYYEEVVYVLEEIEYMIQKLPEWAADEPVEKTPQTQQDELYIHSEPLGVVLVIGTWNYPFNLTIQPMVGAIAAGNSVVLKPSELSENMASLLATIIPQYLDKDLYPVINGGVPETTELLKERFDHILYTGSTGVGKIIMTAAAKHLTPVTLELGGKSPCYVDKNCDLDVACRRIAWGKFMNSGQTCVAPDYILCDPSIQNQIVEKLKKSLKEFYGEDAKKSRDYGRIISARHFQRVMGLIEGQKVAYGGTGDAATRYIAPTILTDVDPQSPVMQEEIFGPVLPIVCVRSLEEAIQFINQREKPLALYMFSSNDKVIKKMIAETSSGGVAANDVIVHITLHSLPFGGVGNSGMGSYHGKKSFETFSHRRSCLVRPLMNDEGLKVRYPPSPAKMTQH. The pIC50 is 5.9.